From a dataset of Full USPTO retrosynthesis dataset with 1.9M reactions from patents (1976-2016). Predict the reactants needed to synthesize the given product. (1) Given the product [O:6]1[CH:5]=[CH:4][CH:3]=[C:2]1[C:1](=[O:7])[CH:13]([C:12]1[O:15][CH:9]=[CH:10][CH:11]=1)[OH:14], predict the reactants needed to synthesize it. The reactants are: [CH:1](=[O:7])[C:2]1[O:6][CH:5]=[CH:4][CH:3]=1.C[C:9]1[O:15][C:12]([CH:13]=[O:14])=[CH:11][CH:10]=1. (2) Given the product [C:27]([O:31][C:32](=[O:35])[CH2:33][N:11]([S:8]([C:5]1[CH:4]=[CH:3][C:2]([Cl:1])=[CH:7][CH:6]=1)(=[O:10])=[O:9])[C:12]1[CH:17]=[CH:16][N:15]=[C:14]([C:18]2[CH:23]=[CH:22][C:21]([CH:24]([CH3:26])[CH3:25])=[CH:20][CH:19]=2)[N:13]=1)([CH3:30])([CH3:29])[CH3:28], predict the reactants needed to synthesize it. The reactants are: [Cl:1][C:2]1[CH:7]=[CH:6][C:5]([S:8]([NH:11][C:12]2[CH:17]=[CH:16][N:15]=[C:14]([C:18]3[CH:23]=[CH:22][C:21]([CH:24]([CH3:26])[CH3:25])=[CH:20][CH:19]=3)[N:13]=2)(=[O:10])=[O:9])=[CH:4][CH:3]=1.[C:27]([O:31][C:32](=[O:35])[CH2:33]Br)([CH3:30])([CH3:29])[CH3:28]. (3) Given the product [CH3:38][O:37][C:35](=[O:36])[C:34]1[CH:39]=[C:30]([Cl:29])[C:31]([O:8][C:6]2[CH:5]=[CH:4][C:3]([CH:9]([CH3:28])[C:10]([OH:15])([C:16]3[CH:17]=[CH:18][C:19]4[O:24][CH2:23][C:22](=[O:25])[N:21]([CH3:26])[C:20]=4[CH:27]=3)[C:11]([F:12])([F:13])[F:14])=[C:2]([Cl:1])[CH:7]=2)=[N:32][CH:33]=1, predict the reactants needed to synthesize it. The reactants are: [Cl:1][C:2]1[CH:7]=[C:6]([OH:8])[CH:5]=[CH:4][C:3]=1[CH:9]([CH3:28])[C:10]([C:16]1[CH:17]=[CH:18][C:19]2[O:24][CH2:23][C:22](=[O:25])[N:21]([CH3:26])[C:20]=2[CH:27]=1)([OH:15])[C:11]([F:14])([F:13])[F:12].[Cl:29][C:30]1[C:31](Cl)=[N:32][CH:33]=[C:34]([CH:39]=1)[C:35]([O:37][CH3:38])=[O:36].C1N2CCN(CC2)C1. (4) Given the product [C:1]([C:5]1[CH:6]=[C:7]([CH:30]=[CH:31][CH:32]=1)[CH2:8][N:9]1[C@@H:10]2[C@H:15]([C@H:14]([CH2:17][C:18]3[CH:23]=[CH:22][C:21]([N+:24]([O-:26])=[O:25])=[C:20]([F:27])[CH:19]=3)[CH2:13][S:12](=[O:28])(=[O:29])[CH2:11]2)[O:16][C:42]1=[O:43])([CH3:4])([CH3:2])[CH3:3], predict the reactants needed to synthesize it. The reactants are: [C:1]([C:5]1[CH:6]=[C:7]([CH:30]=[CH:31][CH:32]=1)[CH2:8][NH:9][C@@H:10]1[C@@H:15]([OH:16])[C@H:14]([CH2:17][C:18]2[CH:23]=[CH:22][C:21]([N+:24]([O-:26])=[O:25])=[C:20]([F:27])[CH:19]=2)[CH2:13][S:12](=[O:29])(=[O:28])[CH2:11]1)([CH3:4])([CH3:3])[CH3:2].CCN(C(C)C)C(C)C.[C:42](C1NC=CN=1)(C1NC=CN=1)=[O:43].Cl. (5) Given the product [NH2:13][C:9]1[C:8]([Cl:14])=[C:7]([Br:15])[N:6]=[C:5]([C:3]([OH:4])=[O:2])[C:10]=1[O:11][CH3:12], predict the reactants needed to synthesize it. The reactants are: C[O:2][C:3]([C:5]1[C:10]([O:11][CH3:12])=[C:9]([NH2:13])[C:8]([Cl:14])=[C:7]([Br:15])[N:6]=1)=[O:4].[OH-].[Na+].NC1C(Cl)=C(Cl)N=C(C(O)=O)C=1F. (6) Given the product [C:1]([O:4][CH2:5][C@H:6]1[CH2:11][C@@H:10]([O:12][C:13](=[O:15])[CH3:14])[CH2:9][CH2:8][C@@:7]1([C@H:17]1[CH2:25][CH2:24][C@@:23]2([CH3:26])[C@@H:19]([CH2:20][C@H:21]([O:28][C:29](=[O:31])[CH3:30])[C:22]2=[CH2:27])[C@@H:18]1[CH2:32][N:38]=[N+:39]=[N-:40])[CH3:16])(=[O:3])[CH3:2], predict the reactants needed to synthesize it. The reactants are: [C:1]([O:4][CH2:5][C@H:6]1[CH2:11][C@@H:10]([O:12][C:13](=[O:15])[CH3:14])[CH2:9][CH2:8][C@@:7]1([C@H:17]1[CH2:25][CH2:24][C@@:23]2([CH3:26])[C@@H:19]([CH2:20][C@H:21]([O:28][C:29](=[O:31])[CH3:30])[C:22]2=[CH2:27])[C@@H:18]1[CH2:32]OS(C)(=O)=O)[CH3:16])(=[O:3])[CH3:2].[N-:38]=[N+:39]=[N-:40].[Na+]. (7) Given the product [CH2:25]([O:1][C:2]1[CH:3]=[CH:4][C:5]([C:6]([C:8]2[CH:13]=[CH:12][CH:11]=[CH:10][CH:9]=2)=[O:7])=[CH:14][CH:15]=1)[CH:23]=[CH2:22], predict the reactants needed to synthesize it. The reactants are: [OH:1][C:2]1[CH:15]=[CH:14][C:5]([C:6]([C:8]2[CH:13]=[CH:12][CH:11]=[CH:10][CH:9]=2)=[O:7])=[CH:4][CH:3]=1.C(=O)([O-])[O-].[K+].[K+].[CH3:22][C:23]([CH3:25])=O.C(Br)C=C. (8) The reactants are: [NH2:1][C:2]1[N:10]=[CH:9][CH:8]=[CH:7][C:3]=1[C:4]([NH2:6])=[O:5].[Cl:11][C:12]1[CH:13]=[C:14]([CH:17]=[C:18]([Cl:20])[CH:19]=1)[CH2:15]Cl. Given the product [ClH:11].[Cl:11][C:12]1[CH:13]=[C:14]([CH:17]=[C:18]([Cl:20])[CH:19]=1)[CH2:15][N:10]1[CH:9]=[CH:8][CH:7]=[C:3]([C:4]([NH2:6])=[O:5])[C:2]1=[NH:1], predict the reactants needed to synthesize it.